This data is from Reaction yield outcomes from USPTO patents with 853,638 reactions. The task is: Predict the reaction yield, written as a fraction of the theoretical maximum amount of product (1.0 means a 100% yield; for example, 0.34 means a 34% yield). (1) The reactants are [CH:1]([N:4]1[C:8]2[N:9]=[C:10]([N:16]3[CH2:21][CH2:20][N:19]([CH3:22])[CH2:18][CH2:17]3)[CH:11]=[C:12]([C:13]([OH:15])=O)[C:7]=2[CH:6]=[N:5]1)([CH3:3])[CH3:2].[NH2:23][CH2:24][C:25]1[C:26](=[O:33])[NH:27][C:28]([CH3:32])=[CH:29][C:30]=1[CH3:31].C1CN([P+](ON2N=NC3C=CC=CC2=3)(N2CCCC2)N2CCCC2)CC1.F[P-](F)(F)(F)(F)F.C([O-])(O)=O.[Na+]. The catalyst is CS(C)=O.C(Cl)Cl. The product is [CH3:31][C:30]1[CH:29]=[C:28]([CH3:32])[NH:27][C:26](=[O:33])[C:25]=1[CH2:24][NH:23][C:13]([C:12]1[C:7]2[CH:6]=[N:5][N:4]([CH:1]([CH3:2])[CH3:3])[C:8]=2[N:9]=[C:10]([N:16]2[CH2:17][CH2:18][N:19]([CH3:22])[CH2:20][CH2:21]2)[CH:11]=1)=[O:15]. The yield is 0.530. (2) The reactants are [C:1](OC(=O)C)(=[O:3])[CH3:2].[I:8][C:9]1[C:14]2[O:15][CH2:16][O:17][C:13]=2[C:12]([NH2:18])=[CH:11][CH:10]=1.O. The catalyst is C(O)(=O)C. The product is [I:8][C:9]1[C:14]2[O:15][CH2:16][O:17][C:13]=2[C:12]([NH:18][C:1](=[O:3])[CH3:2])=[CH:11][CH:10]=1. The yield is 0.926. (3) The reactants are F[C:2]1[CH:3]=[C:4]2[C:8](=[CH:9][C:10]=1[F:11])[N:7]([S:12]([C:15]1[CH:20]=[CH:19][CH:18]=[CH:17][CH:16]=1)(=[O:14])=[O:13])[CH:6]=[C:5]2[C:21]1[CH:22]=[N:23][N:24]([CH2:26]C2CCNCC2)[CH:25]=1.[C:33]([O:37][C:38]([CH3:41])([CH3:40])[CH3:39])(=[O:36])[CH:34]=C.C([O-])([O-])=O.[Cs+].[Cs+]. The catalyst is CC#N. The product is [F:11][C:10]1[CH:9]=[C:8]2[C:4]([C:5]([C:21]3[CH:22]=[N:23][N:24]([CH2:26][CH2:34][C:33]([O:37][C:38]([CH3:41])([CH3:40])[CH3:39])=[O:36])[CH:25]=3)=[CH:6][N:7]2[S:12]([C:15]2[CH:20]=[CH:19][CH:18]=[CH:17][CH:16]=2)(=[O:13])=[O:14])=[CH:3][CH:2]=1. The yield is 0.820.